This data is from Catalyst prediction with 721,799 reactions and 888 catalyst types from USPTO. The task is: Predict which catalyst facilitates the given reaction. (1) Reactant: [CH3:1][O:2][C:3]1[N:8]=[CH:7][C:6]([NH:9][C:10]2[C:17]([C:18]3[N:26]=[C:25]([CH3:27])[N:24]=[C:23]4[C:19]=3[N:20]=[CH:21][N:22]4C3CCCCO3)=[CH:16][C:13]([CH:14]=[O:15])=[CH:12][N:11]=2)=[CH:5][CH:4]=1.[BH4-].[Na+].C(Cl)Cl.Cl. Product: [CH3:1][O:2][C:3]1[N:8]=[CH:7][C:6]([NH:9][C:10]2[N:11]=[CH:12][C:13]([CH2:14][OH:15])=[CH:16][C:17]=2[C:18]2[N:26]=[C:25]([CH3:27])[N:24]=[C:23]3[C:19]=2[N:20]=[CH:21][NH:22]3)=[CH:5][CH:4]=1. The catalyst class is: 5. (2) Reactant: [C:1]([N:9]1[CH2:22][CH2:21][C:20]2[C:19]3[C:18]([C:23]4[CH:28]=[CH:27][CH:26]=[CH:25][C:24]=4[OH:29])=[CH:17][CH:16]=[CH:15][C:14]=3[NH:13][C:12]=2[CH2:11][CH2:10]1)(=[O:8])[C:2]1[CH:7]=[CH:6][CH:5]=[CH:4][CH:3]=1.[C:47]1(P([C:43]2[CH:48]=[CH:47][CH:46]=[CH:45]C=2)[C:47]2[CH:48]=[CH:43]C=[CH:45][CH:46]=2)[CH:48]=[CH:43]C=[CH:45][CH:46]=1.C1(O)CCCC1.N(C(OC(C)(C)C)=O)=NC(OC(C)(C)C)=O. Product: [C:1]([N:9]1[CH2:22][CH2:21][C:20]2[C:19]3[C:18]([C:23]4[CH:28]=[CH:27][CH:26]=[CH:25][C:24]=4[O:29][CH:45]4[CH2:46][CH2:47][CH2:48][CH2:43]4)=[CH:17][CH:16]=[CH:15][C:14]=3[NH:13][C:12]=2[CH2:11][CH2:10]1)(=[O:8])[C:2]1[CH:3]=[CH:4][CH:5]=[CH:6][CH:7]=1. The catalyst class is: 1.